This data is from Catalyst prediction with 721,799 reactions and 888 catalyst types from USPTO. The task is: Predict which catalyst facilitates the given reaction. Reactant: [OH:1][C:2]1[CH:7]=[CH:6][C:5]([C@H:8]([CH:15]=[C:16]([CH3:18])[CH3:17])[CH2:9][C:10]([O:12][CH2:13][CH3:14])=[O:11])=[CH:4][CH:3]=1.CCOC(C)=O. Product: [OH:1][C:2]1[CH:3]=[CH:4][C:5]([C@H:8]([CH2:15][CH:16]([CH3:17])[CH3:18])[CH2:9][C:10]([O:12][CH2:13][CH3:14])=[O:11])=[CH:6][CH:7]=1. The catalyst class is: 45.